Predict the reactants needed to synthesize the given product. From a dataset of Full USPTO retrosynthesis dataset with 1.9M reactions from patents (1976-2016). (1) Given the product [NH:8]1[CH2:12][CH2:11][CH:10]([C:13]2[S:14][CH:15]=[C:16]([CH2:18][O:19][C:20]3[CH:21]=[CH:22][C:23]([N:26]4[CH:30]=[N:29][N:28]=[N:27]4)=[CH:24][CH:25]=3)[N:17]=2)[CH2:9]1.[ClH:31], predict the reactants needed to synthesize it. The reactants are: C(OC([N:8]1[CH2:12][CH2:11][CH:10]([C:13]2[S:14][CH:15]=[C:16]([CH2:18][O:19][C:20]3[CH:25]=[CH:24][C:23]([N:26]4[CH:30]=[N:29][N:28]=[N:27]4)=[CH:22][CH:21]=3)[N:17]=2)[CH2:9]1)=O)(C)(C)C.[ClH:31]. (2) Given the product [CH2:14]([O:13][C:9](=[O:12])/[CH:10]=[CH:11]/[C:4]1[CH:5]=[CH:6][CH:7]=[C:2]([Cl:1])[CH:3]=1)[CH3:15], predict the reactants needed to synthesize it. The reactants are: [Cl:1][C:2]1[CH:3]=[C:4](I)[CH:5]=[CH:6][CH:7]=1.[C:9]([O:13][CH2:14][CH3:15])(=[O:12])[CH:10]=[CH2:11].C(N(CC)CC)C. (3) The reactants are: [F:1][C:2]1[CH:7]=[CH:6][C:5]([NH:8][S:9]([C:12]2[CH:17]=[CH:16][C:15]([CH3:18])=[CH:14][CH:13]=2)(=[O:11])=[O:10])=[C:4]([NH:19][S:20]([C:23]2[CH:28]=[CH:27][C:26]([CH3:29])=[CH:25][CH:24]=2)(=[O:22])=[O:21])[CH:3]=1.[N+:30]([O-])([OH:32])=[O:31].O. Given the product [F:1][C:2]1[C:7]([N+:30]([O-:32])=[O:31])=[CH:6][C:5]([NH:8][S:9]([C:12]2[CH:17]=[CH:16][C:15]([CH3:18])=[CH:14][CH:13]=2)(=[O:10])=[O:11])=[C:4]([NH:19][S:20]([C:23]2[CH:24]=[CH:25][C:26]([CH3:29])=[CH:27][CH:28]=2)(=[O:21])=[O:22])[CH:3]=1, predict the reactants needed to synthesize it. (4) Given the product [C:2]([C:6]1[CH:10]=[C:9]([CH2:11][NH:12][C:43]([NH:42][C:39]2[CH:40]=[N:41][C:36]([CH2:35][O:34][Si:27]([C:30]([CH3:33])([CH3:32])[CH3:31])([CH3:28])[CH3:29])=[CH:37][CH:38]=2)=[O:44])[N:8]([C:13]2[CH:18]=[CH:17][CH:16]=[C:15]([F:19])[CH:14]=2)[N:7]=1)([CH3:5])([CH3:3])[CH3:4], predict the reactants needed to synthesize it. The reactants are: Cl.[C:2]([C:6]1[CH:10]=[C:9]([CH2:11][NH2:12])[N:8]([C:13]2[CH:18]=[CH:17][CH:16]=[C:15]([F:19])[CH:14]=2)[N:7]=1)([CH3:5])([CH3:4])[CH3:3].C(N(CC)CC)C.[Si:27]([O:34][CH2:35][C:36]1[N:41]=[CH:40][C:39]([NH:42][C:43](=O)[O:44]C2C=CC=CC=2)=[CH:38][CH:37]=1)([C:30]([CH3:33])([CH3:32])[CH3:31])([CH3:29])[CH3:28]. (5) The reactants are: [CH:1]1([C:4]2[C:13]3[C:8](=[CH:9][CH:10]=[CH:11][CH:12]=3)[CH:7]=[N:6][C:5]=2[N:14]([CH2:29][C:30]2[CH:35]=[CH:34][C:33]([O:36][C:37]([F:40])([F:39])[F:38])=[CH:32][CH:31]=2)[S:15]([C:18]2[CH:27]=[CH:26][C:21]([C:22]([O:24]C)=[O:23])=[CH:20][C:19]=2[CH3:28])(=[O:17])=[O:16])[CH2:3][CH2:2]1.[OH-].[Na+]. Given the product [CH:1]1([C:4]2[C:13]3[C:8](=[CH:9][CH:10]=[CH:11][CH:12]=3)[CH:7]=[N:6][C:5]=2[N:14]([CH2:29][C:30]2[CH:31]=[CH:32][C:33]([O:36][C:37]([F:39])([F:40])[F:38])=[CH:34][CH:35]=2)[S:15]([C:18]2[CH:27]=[CH:26][C:21]([C:22]([OH:24])=[O:23])=[CH:20][C:19]=2[CH3:28])(=[O:17])=[O:16])[CH2:3][CH2:2]1, predict the reactants needed to synthesize it. (6) Given the product [C:48]([C:45]1[CH:46]=[CH:47][C:42]([CH2:41][O:40][C:37]2[CH:38]=[CH:39][C:34]([CH2:33][S:32][C:29]3[CH:30]=[CH:31][C:26]([O:25][CH2:24][C:23]([OH:53])=[O:22])=[C:27]([CH3:52])[CH:28]=3)=[CH:35][CH:36]=2)=[CH:43][CH:44]=1)([CH3:51])([CH3:49])[CH3:50], predict the reactants needed to synthesize it. The reactants are: C(C1C=CC(COC2C=CC(CO)=CC=2)=CC=1)(C)(C)C.C[O:22][C:23](=[O:53])[CH2:24][O:25][C:26]1[CH:31]=[CH:30][C:29]([S:32][CH2:33][C:34]2[CH:39]=[CH:38][C:37]([O:40][CH2:41][C:42]3[CH:47]=[CH:46][C:45]([C:48]([CH3:51])([CH3:50])[CH3:49])=[CH:44][CH:43]=3)=[CH:36][CH:35]=2)=[CH:28][C:27]=1[CH3:52]. (7) Given the product [ClH:34].[O:1]1[C:10]2[CH:9]=[C:8]([CH2:11][NH:12][CH:13]3[CH2:18][CH2:17][N:16]([CH2:19][CH2:20][N:21]4[C:30]5[C:25](=[CH:26][CH:27]=[C:28]([C:31]#[N:32])[CH:29]=5)[N:24]=[CH:23][C:22]4=[O:33])[CH2:15][CH2:14]3)[N:7]=[CH:6][C:5]=2[O:4][CH2:3][CH2:2]1, predict the reactants needed to synthesize it. The reactants are: [O:1]1[C:10]2[CH:9]=[C:8]([CH2:11][NH:12][CH:13]3[CH2:18][CH2:17][N:16]([CH2:19][CH2:20][N:21]4[C:30]5[C:25](=[CH:26][CH:27]=[C:28]([C:31]#[N:32])[CH:29]=5)[N:24]=[CH:23][C:22]4=[O:33])[CH2:15][CH2:14]3)[N:7]=[CH:6][C:5]=2[O:4][CH2:3][CH2:2]1.[ClH:34].C(OCC)(=O)C. (8) Given the product [CH3:35][N:2]([CH3:1])[C@H:3]1[CH2:4][CH2:5][C@H:6]([N:9]([CH2:32][CH2:33][CH3:34])[C:10]2[C:11]([CH3:31])=[C:12]([C:27]([OH:29])=[O:28])[CH:13]=[C:14]([C:16]3[CH:21]=[CH:20][C:19]([O:22][CH2:23][CH2:24][O:25][CH3:26])=[CH:18][CH:17]=3)[CH:15]=2)[CH2:7][CH2:8]1, predict the reactants needed to synthesize it. The reactants are: [CH3:1][N:2]([CH3:35])[C@H:3]1[CH2:8][CH2:7][C@H:6]([N:9]([CH2:32][CH2:33][CH3:34])[C:10]2[C:11]([CH3:31])=[C:12]([C:27]([O:29]C)=[O:28])[CH:13]=[C:14]([C:16]3[CH:21]=[CH:20][C:19]([O:22][CH2:23][CH2:24][O:25][CH3:26])=[CH:18][CH:17]=3)[CH:15]=2)[CH2:5][CH2:4]1.[OH-].[Na+]. (9) Given the product [CH3:1][O:2][C:3](=[O:18])[C:4]1[CH:9]=[CH:8][C:7]([CH2:26][CH2:27][C:28]2[CH:33]=[CH:32][CH:31]=[CH:30][CH:29]=2)=[CH:6][CH:5]=1, predict the reactants needed to synthesize it. The reactants are: [CH3:1][O:2][C:3](=[O:18])[C:4]1[CH:9]=[CH:8][C:7](OS(C(F)(F)F)(=O)=O)=[CH:6][CH:5]=1.CN1CCCC1=O.[CH2:26]([Mg]Br)[CH2:27][C:28]1[CH:33]=[CH:32][CH:31]=[CH:30][CH:29]=1.Cl. (10) The reactants are: [F:1][C:2]([F:10])([F:9])[CH2:3][CH:4]([OH:8])[CH2:5][NH:6][CH3:7].Br[CH2:12][C:13]1[C:14]([Cl:20])=[N:15][C:16]([Cl:19])=[CH:17][CH:18]=1. Given the product [Cl:20][C:14]1[C:13]([CH2:12][N:6]([CH3:7])[CH2:5][CH:4]([OH:8])[CH2:3][C:2]([F:10])([F:9])[F:1])=[CH:18][CH:17]=[C:16]([Cl:19])[N:15]=1, predict the reactants needed to synthesize it.